Dataset: Reaction yield outcomes from USPTO patents with 853,638 reactions. Task: Predict the reaction yield, written as a fraction of the theoretical maximum amount of product (1.0 means a 100% yield; for example, 0.34 means a 34% yield). (1) The reactants are C(O)(=O)C.[O:5]1[CH:9]=[CH:8][CH:7]=[C:6]1/[CH:10]=[C:11]1\[CH2:12][NH:13][CH2:14][CH2:15][CH:16]\1[OH:17].Br[CH:19]([C:25]1[CH:30]=[CH:29][CH:28]=[CH:27][C:26]=1[F:31])[C:20]([CH:22]1[CH2:24][CH2:23]1)=[O:21].C(N(CC)CC)C.O. The catalyst is CN(C)C=O. The product is [CH:22]1([C:20](=[O:21])[CH:19]([N:13]2[CH2:14][CH2:15][CH:16]([OH:17])/[C:11](=[CH:10]/[C:6]3[O:5][CH:9]=[CH:8][CH:7]=3)/[CH2:12]2)[C:25]2[CH:30]=[CH:29][CH:28]=[CH:27][C:26]=2[F:31])[CH2:24][CH2:23]1. The yield is 0.740. (2) The reactants are F[P-](F)(F)(F)(F)F.[N:8]1(O[P+](N(C)C)(N(C)C)N(C)C)[C:12]2C=CC=[CH:16][C:11]=2N=N1.[Br:28][C:29]1[CH:37]=[CH:36][C:32]([C:33]([OH:35])=O)=[C:31]([NH:38][C:39]([O:41]CC)=O)[CH:30]=1.CN1CCOCC1.C(N)C=C.C1CCN2C(=NCCC2)CC1. The catalyst is CN(C=O)C. The product is [CH2:12]([N:8]1[C:33](=[O:35])[C:32]2[C:31](=[CH:30][C:29]([Br:28])=[CH:37][CH:36]=2)[NH:38][C:39]1=[O:41])[CH:11]=[CH2:16]. The yield is 1.00.